Dataset: Reaction yield outcomes from USPTO patents with 853,638 reactions. Task: Predict the reaction yield, written as a fraction of the theoretical maximum amount of product (1.0 means a 100% yield; for example, 0.34 means a 34% yield). (1) The reactants are C[Si](C)(C)[C:3]1[NH:7][N:6]=[N:5][C:4]=1[C:8]1[N:9]=[CH:10][C:11]2[C:16]([CH:17]=1)=[CH:15][CH:14]=[CH:13][CH:12]=2.[OH-].[K+].Cl. The catalyst is C(O)C. The product is [NH:7]1[CH:3]=[C:4]([C:8]2[N:9]=[CH:10][C:11]3[C:16]([CH:17]=2)=[CH:15][CH:14]=[CH:13][CH:12]=3)[N:5]=[N:6]1. The yield is 0.180. (2) The reactants are Cl[C:2]1[N:3]=[C:4]([NH:20][CH2:21][CH:22]2[CH2:24][CH2:23]2)[C:5]2[N:6]=[C:7]([NH:17][CH2:18][CH3:19])[N:8]=[C:9]([NH:12][CH2:13][CH:14]3[CH2:16][CH2:15]3)[C:10]=2[N:11]=1.[CH2:25]([NH:27][CH2:28][CH3:29])[CH3:26]. The catalyst is C(O)CCC. The product is [CH2:25]([N:27]([CH2:28][CH3:29])[C:2]1[N:3]=[C:4]([NH:20][CH2:21][CH:22]2[CH2:24][CH2:23]2)[C:5]2[N:6]=[C:7]([NH:17][CH2:18][CH3:19])[N:8]=[C:9]([NH:12][CH2:13][CH:14]3[CH2:16][CH2:15]3)[C:10]=2[N:11]=1)[CH3:26]. The yield is 0.780. (3) The reactants are C(OC([NH:8][C:9]1[CH:17]=[CH:16][C:12]([C:13]([OH:15])=[O:14])=[CH:11][C:10]=1[CH2:18][S:19]C(C1C=CC=CC=1)(C1C=CC=CC=1)C1C=CC=CC=1)=O)(C)(C)C.C([SiH](C(C)C)C(C)C)(C)C.FC(F)(F)C(O)=O. The catalyst is ClCCl. The product is [NH2:8][C:9]1[CH:17]=[CH:16][C:12]([C:13]([OH:15])=[O:14])=[CH:11][C:10]=1[CH2:18][SH:19]. The yield is 1.00. (4) The reactants are [NH:1]1[CH2:6][CH2:5][O:4][CH2:3][CH2:2]1.[F:7][C:8]1[CH:13]=[CH:12][CH:11]=[CH:10][C:9]=1[C:14]1[C:19]([C:20]([O:22][CH2:23][CH3:24])=[O:21])=[C:18]([CH3:25])[NH:17][C:16](=O)[N:15]=1.C1CN([P+](Br)(N2CCCC2)N2CCCC2)CC1.F[P-](F)(F)(F)(F)F.C(N(CC)CC)C. The catalyst is O1CCOCC1.CCOC(C)=O. The product is [CH2:23]([O:22][C:20]([C:19]1[C:14]([C:9]2[CH:10]=[CH:11][CH:12]=[CH:13][C:8]=2[F:7])=[N:15][C:16]([N:1]2[CH2:6][CH2:5][O:4][CH2:3][CH2:2]2)=[N:17][C:18]=1[CH3:25])=[O:21])[CH3:24]. The yield is 0.640. (5) The reactants are [CH:1]1([C:5]2[C:26]([C:27]3[NH:35][C:30]4[CH2:31][NH:32][CH2:33][CH2:34][C:29]=4[N:28]=3)=[CH:25][C:8]([C:9]([N:11]3[CH2:16][CH2:15][CH:14]([C:17]4[CH:24]=[CH:23][C:20]([C:21]#[N:22])=[CH:19][CH:18]=4)[CH2:13][CH2:12]3)=[O:10])=[C:7]([CH3:36])[CH:6]=2)[CH2:4][CH2:3][CH2:2]1.[C:37](OC(OC)=O)(OC)=O.CCN(C(C)C)C(C)C. The catalyst is CN(C)C=O. The product is [CH:1]1([C:5]2[C:26]([C:27]3[NH:35][C:30]4[CH2:31][N:32]([CH3:37])[CH2:33][CH2:34][C:29]=4[N:28]=3)=[CH:25][C:8]([C:9]([N:11]3[CH2:12][CH2:13][CH:14]([C:17]4[CH:24]=[CH:23][C:20]([C:21]#[N:22])=[CH:19][CH:18]=4)[CH2:15][CH2:16]3)=[O:10])=[C:7]([CH3:36])[CH:6]=2)[CH2:2][CH2:3][CH2:4]1. The yield is 0.190. (6) The reactants are [S:1]1[CH:5]=[CH:4][CH:3]=[C:2]1[C:6]([OH:8])=O.C(N1C=CN=C1)(N1C=CN=C1)=O.[Cl-].[Mg+2].[Cl-].[CH2:24]([O:26][C:27](=[O:32])[CH2:28]C([O-])=O)[CH3:25]. The catalyst is O1CCCC1.O. The product is [O:8]=[C:6]([C:2]1[S:1][CH:5]=[CH:4][CH:3]=1)[CH2:28][C:27]([O:26][CH2:24][CH3:25])=[O:32]. The yield is 0.780.